From a dataset of Reaction yield outcomes from USPTO patents with 853,638 reactions. Predict the reaction yield, written as a fraction of the theoretical maximum amount of product (1.0 means a 100% yield; for example, 0.34 means a 34% yield). (1) The reactants are [CH3:1][N:2]1[C:7](=[O:8])[C:6]2[C:9]([C:30]3[CH:35]=[CH:34][CH:33]=[CH:32][CH:31]=3)=[C:10]([C:12]3[CH:17]=[CH:16][C:15]([C:18]4([NH:22][C:23](=[O:29])[O:24][C:25]([CH3:28])([CH3:27])[CH3:26])[CH2:21][CH2:20][CH2:19]4)=[CH:14][CH:13]=3)[O:11][C:5]=2[N:4]=[C:3]1S(C)(=O)=O.Cl.[NH2:41][CH2:42][C:43]([NH2:45])=[O:44].C(N(CC)CC)C. The catalyst is CN(C=O)C.C(OCC)(=O)C.O. The product is [NH2:45][C:43](=[O:44])[CH2:42][NH:41][C:3]1[N:2]([CH3:1])[C:7](=[O:8])[C:6]2[C:9]([C:30]3[CH:35]=[CH:34][CH:33]=[CH:32][CH:31]=3)=[C:10]([C:12]3[CH:17]=[CH:16][C:15]([C:18]4([NH:22][C:23](=[O:29])[O:24][C:25]([CH3:26])([CH3:27])[CH3:28])[CH2:19][CH2:20][CH2:21]4)=[CH:14][CH:13]=3)[O:11][C:5]=2[N:4]=1. The yield is 0.230. (2) The reactants are Cl.Cl.[CH:3]1([N:7]2[CH2:13][CH2:12][CH2:11][NH:10][CH2:9][CH2:8]2)[CH2:6][CH2:5][CH2:4]1.[Cl:14][C:15]1[N:16]=[CH:17][C:18]([C:21](Cl)=[O:22])=[N:19][CH:20]=1. The catalyst is C([O-])([O-])=O.[Na+].[Na+].C1(C)C=CC=CC=1. The product is [Cl:14][C:15]1[N:16]=[CH:17][C:18]([C:21]([N:10]2[CH2:11][CH2:12][CH2:13][N:7]([CH:3]3[CH2:6][CH2:5][CH2:4]3)[CH2:8][CH2:9]2)=[O:22])=[N:19][CH:20]=1. The yield is 0.480.